Predict the reactants needed to synthesize the given product. From a dataset of Full USPTO retrosynthesis dataset with 1.9M reactions from patents (1976-2016). (1) Given the product [CH3:23][C:24]1([CH2:27][S:12][C:11]2[N:7]([C:1]3[CH:2]=[CH:3][CH:4]=[CH:5][CH:6]=3)[N:8]=[N:9][N:10]=2)[CH2:26][O:25]1, predict the reactants needed to synthesize it. The reactants are: [C:1]1([N:7]2[C:11]([SH:12])=[N:10][N:9]=[N:8]2)[CH:6]=[CH:5][CH:4]=[CH:3][CH:2]=1.C1(C)C=CC(S(O[CH2:23][C:24]2([CH3:27])[CH2:26][O:25]2)(=O)=O)=CC=1.C(=O)([O-])[O-].[K+].[K+].[I-].[Na+]. (2) Given the product [F:36][C:24]([F:23])([F:35])[C:25]1[CH:26]=[CH:27][C:28]([S:31]([N:4]2[CH2:5][CH2:6][N:1]([C:7]([O:9][C:10]([CH3:13])([CH3:12])[CH3:11])=[O:8])[CH2:2][CH2:3]2)(=[O:33])=[O:32])=[CH:29][CH:30]=1, predict the reactants needed to synthesize it. The reactants are: [N:1]1([C:7]([O:9][C:10]([CH3:13])([CH3:12])[CH3:11])=[O:8])[CH2:6][CH2:5][NH:4][CH2:3][CH2:2]1.CCN(C(C)C)C(C)C.[F:23][C:24]([F:36])([F:35])[C:25]1[CH:30]=[CH:29][C:28]([S:31](Cl)(=[O:33])=[O:32])=[CH:27][CH:26]=1. (3) Given the product [NH2:33][C:2]1[C:11]([F:12])=[CH:10][C:5]([C:6]([O:8][CH3:9])=[O:7])=[C:4]([F:13])[CH:3]=1, predict the reactants needed to synthesize it. The reactants are: Br[C:2]1[C:11]([F:12])=[CH:10][C:5]([C:6]([O:8][CH3:9])=[O:7])=[C:4]([F:13])[CH:3]=1.C(=O)([O-])[O-].[Cs+].[Cs+].C(=[NH:33])(C1C=CC=CC=1)C1C=CC=CC=1. (4) Given the product [C:5]1([C:3]2[NH:13][C:12](=[O:11])[O:1][CH:2]=2)[CH:10]=[CH:9][CH:8]=[CH:7][CH:6]=1, predict the reactants needed to synthesize it. The reactants are: [OH:1][CH2:2][C:3]([C:5]1[CH:10]=[CH:9][CH:8]=[CH:7][CH:6]=1)=O.[O-:11][C:12]#[N:13].[K+].C(O)(=O)C.O.